From a dataset of Full USPTO retrosynthesis dataset with 1.9M reactions from patents (1976-2016). Predict the reactants needed to synthesize the given product. (1) Given the product [C:34]([OH:40])([C:36]([F:39])([F:38])[F:37])=[O:35].[NH2:26][C@@H:13]([CH2:12][C:8]1[CH:9]=[CH:10][CH:11]=[C:6]([O:5][CH2:1][CH2:2][CH:3]=[CH2:4])[CH:7]=1)[C:14]([N:16]([C:18]1[CH:19]=[CH:20][C:21]([O:24][CH3:25])=[CH:22][CH:23]=1)[CH3:17])=[O:15], predict the reactants needed to synthesize it. The reactants are: [CH2:1]([O:5][C:6]1[CH:7]=[C:8]([CH2:12][C@H:13]([NH:26]C(=O)OC(C)(C)C)[C:14]([N:16]([C:18]2[CH:23]=[CH:22][C:21]([O:24][CH3:25])=[CH:20][CH:19]=2)[CH3:17])=[O:15])[CH:9]=[CH:10][CH:11]=1)[CH2:2][CH:3]=[CH2:4].[C:34]([OH:40])([C:36]([F:39])([F:38])[F:37])=[O:35]. (2) Given the product [NH2:1][C:2]1([C:6]2[CH:7]=[CH:8][C:9]([C:12]3[N:13]=[C:14]4[CH:19]=[C:18]([CH2:20][CH2:21][C:22]([NH2:24])=[O:23])[CH:17]=[CH:16][N:15]4[C:25]=3[C:26]3[CH:31]=[CH:30][CH:29]=[CH:28][CH:27]=3)=[CH:10][CH:11]=2)[CH2:3][CH2:4][CH2:5]1, predict the reactants needed to synthesize it. The reactants are: [NH2:1][C:2]1([C:6]2[CH:11]=[CH:10][C:9]([C:12]3[N:13]=[C:14]4[CH:19]=[C:18](/[CH:20]=[CH:21]/[C:22]([NH2:24])=[O:23])[CH:17]=[CH:16][N:15]4[C:25]=3[C:26]3[CH:31]=[CH:30][CH:29]=[CH:28][CH:27]=3)=[CH:8][CH:7]=2)[CH2:5][CH2:4][CH2:3]1. (3) Given the product [Cl:11][C:12]1[CH:21]=[C:20]([CH:22]([NH:24][C:2]2[N:10]=[CH:9][N:8]=[C:7]3[C:3]=2[N:4]=[CH:5][NH:6]3)[CH3:23])[C:19]([N:25]2[CH2:30][CH2:29][N:28]([CH2:31][CH2:32][O:33][CH3:34])[CH2:27][CH2:26]2)=[C:18]2[C:13]=1[CH:14]=[CH:15][CH:16]=[N:17]2, predict the reactants needed to synthesize it. The reactants are: Br[C:2]1[N:10]=[CH:9][N:8]=[C:7]2[C:3]=1[N:4]=[CH:5][NH:6]2.[Cl:11][C:12]1[CH:21]=[C:20]([CH:22]([NH2:24])[CH3:23])[C:19]([N:25]2[CH2:30][CH2:29][N:28]([CH2:31][CH2:32][O:33][CH3:34])[CH2:27][CH2:26]2)=[C:18]2[C:13]=1[CH:14]=[CH:15][CH:16]=[N:17]2.C(N(CC)C(C)C)(C)C. (4) Given the product [O:4]=[C:5]1[C:13]2[C:8](=[CH:9][CH:10]=[CH:11][C:12]=2/[CH:14]=[CH:15]/[C:16]2[CH:17]=[CH:18][C:19]([C:20]([O:22][CH3:23])=[O:21])=[CH:24][CH:25]=2)[CH2:7][CH2:6]1, predict the reactants needed to synthesize it. The reactants are: C(O)=O.[O:4]=[C:5]1[C:13]2[C:8](=[CH:9][CH:10]=[CH:11][C:12]=2[C:14]#[C:15][C:16]2[CH:25]=[CH:24][C:19]([C:20]([O:22][CH3:23])=[O:21])=[CH:18][CH:17]=2)[CH2:7][CH2:6]1.C1COCC1. (5) Given the product [Br:19][C:20]1[CH:32]=[CH:31][C:23]2[N:24]([CH2:29][CH3:30])[C:25]([CH2:27][CH2:9][C:8]([C:4]3[CH:5]=[CH:6][CH:7]=[C:2]([F:1])[CH:3]=3)=[O:10])=[N:26][C:22]=2[CH:21]=1, predict the reactants needed to synthesize it. The reactants are: [F:1][C:2]1[CH:3]=[C:4]([C:8](=[O:10])[CH3:9])[CH:5]=[CH:6][CH:7]=1.[Li+].CC([N-]C(C)C)C.[Br:19][C:20]1[CH:32]=[CH:31][C:23]2[N:24]([CH2:29][CH3:30])[C:25]([CH2:27]Cl)=[N:26][C:22]=2[CH:21]=1. (6) Given the product [OH:23][C:22]([CH:24]([C:26]1[CH:27]=[CH:28][C:29]([CH2:30][CH:31]([CH3:32])[CH3:33])=[CH:34][CH:35]=1)[CH3:25])=[O:21].[CH:1]1[S:5][C:4]([NH:6][C:7]([NH2:9])=[NH:8])=[N:3][C:2]=1[CH2:10][S:11][CH2:12][CH2:13][C:14]([NH:16][S:17]([NH2:20])(=[O:19])=[O:18])=[NH:15], predict the reactants needed to synthesize it. The reactants are: [CH:1]1[S:5][C:4]([NH:6][C:7]([NH2:9])=[NH:8])=[N:3][C:2]=1[CH2:10][S:11][CH2:12][CH2:13][C:14]([NH:16][S:17]([NH2:20])(=[O:19])=[O:18])=[NH:15].[OH:21][C:22]([CH:24]([C:26]1[CH:35]=[CH:34][C:29]([CH2:30][CH:31]([CH3:33])[CH3:32])=[CH:28][CH:27]=1)[CH3:25])=[O:23].